Dataset: Catalyst prediction with 721,799 reactions and 888 catalyst types from USPTO. Task: Predict which catalyst facilitates the given reaction. (1) Reactant: [N+:1]([C:4]1[CH:9]=[CH:8][C:7](Cl)=[CH:6][CH:5]=1)([O-:3])=[O:2].[F-:11].[K+]. Product: [N+:1]([C:4]1[CH:9]=[CH:8][C:7]([F:11])=[CH:6][CH:5]=1)([O-:3])=[O:2]. The catalyst class is: 16. (2) Reactant: Br[C:2]1[CH:7]=[CH:6][CH:5]=[C:4]([CH:8]([N:22]2[CH2:26][CH2:25][C:24]([F:28])([F:27])[CH2:23]2)[CH:9]([C:16]2[CH:17]=[N:18][CH:19]=[CH:20][CH:21]=2)[C:10]2[CH:11]=[N:12][CH:13]=[CH:14][CH:15]=2)[N:3]=1.C(=O)(OC(C)(C)C)[NH2:30].C([O-])([O-])=O.[Cs+].[Cs+].CC1(C)C2C(=C(P(C3C=CC=CC=3)C3C=CC=CC=3)C=CC=2)OC2C(P(C3C=CC=CC=3)C3C=CC=CC=3)=CC=CC1=2. Product: [F:27][C:24]1([F:28])[CH2:25][CH2:26][N:22]([CH:8]([C:4]2[N:3]=[C:2]([NH2:30])[CH:7]=[CH:6][CH:5]=2)[CH:9]([C:16]2[CH:17]=[N:18][CH:19]=[CH:20][CH:21]=2)[C:10]2[CH:11]=[N:12][CH:13]=[CH:14][CH:15]=2)[CH2:23]1. The catalyst class is: 62. (3) Reactant: [N+]([C:4]1[CH:11]=[C:10]([C:12]([F:15])([F:14])[F:13])[CH:9]=[CH:8][C:5]=1[C:6]#[N:7])([O-])=O.[O-:16][CH2:17][CH3:18].[Na+].O. Product: [CH2:17]([O:16][C:4]1[CH:11]=[C:10]([C:12]([F:15])([F:14])[F:13])[CH:9]=[CH:8][C:5]=1[C:6]#[N:7])[CH3:18]. The catalyst class is: 8. (4) Reactant: C(N(S(F)(F)F)CC)C.[Cl:10][C:11]1[CH:26]=[CH:25][C:14]([C:15]([NH:17][C@H:18]([C:21]([O:23][CH3:24])=[O:22])[CH2:19]O)=[O:16])=[CH:13][C:12]=1[C:27]([NH:29][CH2:30][C:31]12[CH2:40][CH:35]3[CH2:36][CH:37]([CH2:39][CH:33]([CH2:34]3)[CH2:32]1)[CH2:38]2)=[O:28].C(=O)([O-])O.[Na+]. Product: [Cl:10][C:11]1[CH:26]=[CH:25][C:14]([C:15]2[O:16][CH:19]=[C:18]([C:21]([O:23][CH3:24])=[O:22])[N:17]=2)=[CH:13][C:12]=1[C:27]([NH:29][CH2:30][C:31]12[CH2:40][CH:35]3[CH2:36][CH:37]([CH2:39][CH:33]([CH2:34]3)[CH2:32]1)[CH2:38]2)=[O:28]. The catalyst class is: 4. (5) Reactant: [C:1]([NH:4][C:5]([CH2:16][CH2:17][C:18]1[CH:23]=[CH:22][C:21]([O:24][C:25]2[CH:30]=[CH:29][C:28]([C:31](=O)[CH2:32][O:33][C:34]([CH:36]3[CH2:38][CH2:37]3)=O)=[CH:27][CH:26]=2)=[CH:20][CH:19]=1)([C:11]([O:13][CH2:14][CH3:15])=[O:12])[C:6]([O:8][CH2:9][CH3:10])=[O:7])(=[O:3])[CH3:2].C([NH2:43])(=O)C.B(F)(F)F.CCOCC. Product: [C:1]([NH:4][C:5]([CH2:16][CH2:17][C:18]1[CH:19]=[CH:20][C:21]([O:24][C:25]2[CH:30]=[CH:29][C:28]([C:31]3[N:43]=[C:34]([CH:36]4[CH2:37][CH2:38]4)[O:33][CH:32]=3)=[CH:27][CH:26]=2)=[CH:22][CH:23]=1)([C:11]([O:13][CH2:14][CH3:15])=[O:12])[C:6]([O:8][CH2:9][CH3:10])=[O:7])(=[O:3])[CH3:2]. The catalyst class is: 113.